This data is from Reaction yield outcomes from USPTO patents with 853,638 reactions. The task is: Predict the reaction yield, written as a fraction of the theoretical maximum amount of product (1.0 means a 100% yield; for example, 0.34 means a 34% yield). (1) The reactants are [NH2:1][C@H:2]([CH:21]([CH3:23])[CH3:22])[C:3]([N:5]1[CH2:10][CH2:9][C@@:8]([C:12]2[CH:17]=[CH:16][C:15]([Cl:18])=[CH:14][CH:13]=2)([OH:11])[C:7]([CH3:20])([CH3:19])[CH2:6]1)=[O:4].[CH3:24][N:25]1[C:29]([C@@H:30]2[CH2:35][CH2:34][CH2:33][C@H:32]([C:36](O)=[O:37])[CH2:31]2)=[N:28][N:27]=[N:26]1.C1C=CC2N(O)N=NC=2C=1.C(Cl)CCl.C(N(CC)CC)C. The catalyst is C(Cl)Cl. The product is [Cl:18][C:15]1[CH:14]=[CH:13][C:12]([C@@:8]2([OH:11])[CH2:9][CH2:10][N:5]([C:3](=[O:4])[C@H:2]([NH:1][C:36]([C@H:32]3[CH2:33][CH2:34][CH2:35][C@@H:30]([C:29]4[N:25]([CH3:24])[N:26]=[N:27][N:28]=4)[CH2:31]3)=[O:37])[CH:21]([CH3:23])[CH3:22])[CH2:6][C:7]2([CH3:19])[CH3:20])=[CH:17][CH:16]=1. The yield is 0.990. (2) The reactants are [F:1][C:2]1[CH:7]=[CH:6][C:5]([S:8]([C:11]2[C:16]([CH2:17][C:18]3[C:26]4[C:25](=[O:27])[CH2:24][C:23]([CH3:29])([CH3:28])[CH2:22][C:21]=4[NH:20][C:19]=3[CH3:30])=[CH:15][CH:14]=[CH:13][N:12]=2)(=[O:10])=[O:9])=[CH:4][CH:3]=1.Br[CH2:32][C:33]([O:35][CH2:36][CH3:37])=[O:34].[I-].[K+].C(=O)([O-])[O-].[K+].[K+]. The catalyst is C(#N)C.O. The product is [F:1][C:2]1[CH:7]=[CH:6][C:5]([S:8]([C:11]2[C:16]([CH2:17][C:18]3[C:26]4[C:25](=[O:27])[CH2:24][C:23]([CH3:28])([CH3:29])[CH2:22][C:21]=4[N:20]([CH2:32][C:33]([O:35][CH2:36][CH3:37])=[O:34])[C:19]=3[CH3:30])=[CH:15][CH:14]=[CH:13][N:12]=2)(=[O:9])=[O:10])=[CH:4][CH:3]=1. The yield is 0.880. (3) The reactants are Cl.[NH2:2][CH:3]([C:8]1[CH:13]=[CH:12][CH:11]=[CH:10][CH:9]=1)[C:4]([O:6][CH3:7])=[O:5].F[C:15]1[CH:24]=[CH:23][C:18]([C:19]([O:21][CH3:22])=[O:20])=[CH:17][C:16]=1[N+:25]([O-:27])=[O:26].CCN(C(C)C)C(C)C. The catalyst is CN(C=O)C. The product is [CH3:7][O:6][C:4](=[O:5])[CH:3]([NH:2][C:15]1[CH:24]=[CH:23][C:18]([C:19]([O:21][CH3:22])=[O:20])=[CH:17][C:16]=1[N+:25]([O-:27])=[O:26])[C:8]1[CH:13]=[CH:12][CH:11]=[CH:10][CH:9]=1. The yield is 0.900. (4) The reactants are [C:1]([O:5][CH:6]([C:11]1[C:16]([CH3:17])=[CH:15][CH:14]=[C:13](OS(C(F)(F)F)(=O)=O)[C:12]=1[C:26]1[CH:27]=[CH:28][C:29]2[O:34][CH2:33][CH2:32][CH2:31][C:30]=2[CH:35]=1)[C:7]([O:9][CH3:10])=[O:8])([CH3:4])([CH3:3])[CH3:2].[CH:36]1([CH2:40][N:41]2[CH:46]=[C:45](B3OC(C)(C)C(C)(C)O3)[CH:44]=[CH:43][C:42]2=[O:56])[CH2:39][CH2:38][CH2:37]1.C(=O)([O-])[O-].[K+].[K+]. The catalyst is O1CCOCC1.O.C1(P(C2C=CC=CC=2)C2C=CC=CC=2)C=CC=CC=1.C1(P(C2C=CC=CC=2)C2C=CC=CC=2)C=CC=CC=1.C1(P(C2C=CC=CC=2)C2C=CC=CC=2)C=CC=CC=1.C1(P(C2C=CC=CC=2)C2C=CC=CC=2)C=CC=CC=1.[Pd]. The product is [C:1]([O:5][CH:6]([C:11]1[C:16]([CH3:17])=[CH:15][CH:14]=[C:13]([C:45]2[CH:44]=[CH:43][C:42](=[O:56])[N:41]([CH2:40][CH:36]3[CH2:37][CH2:38][CH2:39]3)[CH:46]=2)[C:12]=1[C:26]1[CH:27]=[CH:28][C:29]2[O:34][CH2:33][CH2:32][CH2:31][C:30]=2[CH:35]=1)[C:7]([O:9][CH3:10])=[O:8])([CH3:4])([CH3:3])[CH3:2]. The yield is 0.650. (5) The reactants are [H-].[Na+].[CH2:3]1[N:14]2[C:15]3[CH:7]([CH2:8][CH2:9][C:10](=[O:16])[C:11]=3[CH:12]=[CH:13]2)[CH2:6][NH:5][CH2:4]1.I[CH3:18]. The catalyst is CN(C)C=O. The product is [CH3:18][CH:9]1[CH2:8][CH:7]2[CH2:6][NH:5][CH2:4][CH2:3][N:14]3[C:15]2=[C:11]([CH:12]=[CH:13]3)[C:10]1=[O:16]. The yield is 0.740.